Dataset: Forward reaction prediction with 1.9M reactions from USPTO patents (1976-2016). Task: Predict the product of the given reaction. (1) Given the reactants [CH3:1][N:2]1[CH2:6][CH:5]=[N:4][C:3]1=[C:7]1[N:11]=[CH:10][CH:9]=[N:8]1.[H-].[Na+].Br[CH2:15][CH2:16][CH2:17][CH2:18][CH2:19][CH2:20][N:21]1[C:25](=[O:26])[C:24]2=[CH:27][CH:28]=[CH:29][CH:30]=[C:23]2[C:22]1=[O:31].[I-].[Na+], predict the reaction product. The product is: [CH3:1][N:2]1[CH:6]=[CH:5][N:4]([CH2:15][CH2:16][CH2:17][CH2:18][CH2:19][CH2:20][N:21]2[C:25](=[O:26])[C:24]3=[CH:27][CH:28]=[CH:29][CH:30]=[C:23]3[C:22]2=[O:31])[C:3]1=[C:7]1[N:8]=[CH:9][CH:10]=[N:11]1. (2) Given the reactants C(OC(=O)N[C@@H:8]([CH:38]1[CH2:43][CH2:42][CH2:41][CH2:40][CH2:39]1)[C:9]([N:11]1[C@H:16]([C:17](=[O:29])[NH:18][C@H:19]2[C:28]3[C:23](=[CH:24][CH:25]=[CH:26][CH:27]=3)[O:22][CH2:21][CH2:20]2)[CH2:15][N:14]2[CH2:30][C@H:31]([O:33][CH2:34][CH:35]3[CH2:37][CH2:36]3)[CH2:32][C@@H:13]2[CH2:12]1)=[O:10])(C)(C)C.C(OCC)(=O)C.Cl.[C:52]([O:56][C:57]([N:59]([CH3:65])[C@H:60]([C:62](O)=[O:63])[CH3:61])=[O:58])([CH3:55])([CH3:54])[CH3:53].Cl.C([N:69]=C=NCCCN(C)C)C.ON1C2C=CC=CC=2N=N1.C(N(CC)C(C)C)(C)C, predict the reaction product. The product is: [C:52]([O:56][C:57](=[O:58])[N:59]([C@@H:60]([CH3:61])[C:62]([NH:69][C@@H:8]([CH:38]1[CH2:43][CH2:42][CH2:41][CH2:40][CH2:39]1)[C:9]([N:11]1[C@H:16]([C:17](=[O:29])[NH:18][C@H:19]2[C:28]3[C:23](=[CH:24][CH:25]=[CH:26][CH:27]=3)[O:22][CH2:21][CH2:20]2)[CH2:15][N:14]2[CH2:30][C@H:31]([O:33][CH2:34][CH:35]3[CH2:36][CH2:37]3)[CH2:32][C@@H:13]2[CH2:12]1)=[O:10])=[O:63])[CH3:65])([CH3:55])([CH3:54])[CH3:53]. (3) The product is: [CH2:37]([O:36][P:29]([O-:41])([O:31][CH2:32][CH2:33][CH2:34][CH3:35])=[O:30])[CH2:38][CH2:39][CH3:40].[CH2:32]([N+:26]1[CH:27]=[CH:28][N:24]([CH2:8][CH2:9][CH2:10][CH2:11][CH2:12][CH2:13][CH2:14][CH2:15][CH2:16][CH2:17][CH2:18][CH2:19][CH2:20][CH2:21][CH2:22][CH3:23])[CH:25]=1)[CH2:33][CH2:34][CH3:35]. Given the reactants C(N1C=CN=C1)C.[CH2:8]([N:24]1[CH:28]=[CH:27][N:26]=[CH:25]1)[CH2:9][CH2:10][CH2:11][CH2:12][CH2:13][CH2:14][CH2:15][CH2:16][CH2:17][CH2:18][CH2:19][CH2:20][CH2:21][CH2:22][CH3:23].[P:29]([O:41]CCCC)([O:36][CH2:37][CH2:38][CH2:39][CH3:40])([O:31][CH2:32][CH2:33][CH2:34][CH3:35])=[O:30], predict the reaction product. (4) Given the reactants [C:1](=[O:4])([O-])[O-].[K+].[K+].O[C:8]1[CH:13]=[C:12]([O:14][CH2:15][C:16]2[CH:21]=[CH:20][C:19]([O:22][CH3:23])=[CH:18][CH:17]=2)[CH:11]=[CH:10][C:9]=1[C:24]1[C:25]([CH2:37][OH:38])=[C:26]2[C:31](=[CH:32][CH:33]=1)[NH:30][C:29]([CH3:35])([CH3:34])[CH:28]=[C:27]2[CH3:36].CI.C(OC(C)C)(C)C, predict the reaction product. The product is: [OH:38][CH2:37][C:25]1[C:24]([C:9]2[CH:10]=[CH:11][C:12]([O:14][CH2:15][C:16]3[CH:17]=[CH:18][C:19]([O:22][CH3:23])=[CH:20][CH:21]=3)=[CH:13][C:8]=2[O:4][CH3:1])=[CH:33][CH:32]=[C:31]2[C:26]=1[C:27]([CH3:36])=[CH:28][C:29]([CH3:35])([CH3:34])[NH:30]2. (5) Given the reactants [O:1]=[C:2]1[CH2:7][CH2:6][N:5]([C:8]2[N:9]=[C:10]([NH:25][CH3:26])[C:11]3[N:12]=[C:13]([NH:20]NCCC)[N:14]=[C:15]([NH:18][CH3:19])[C:16]=3[N:17]=2)[CH2:4][CH2:3]1.Cl.C(OCC)C.Cl.[Cl:34]C1[N:36]=[C:37](NCCC)[C:38]2N=C(NC)N=C(NCCC)[C:43]=2N=1, predict the reaction product. The product is: [ClH:34].[O:1]=[C:2]1[CH2:3][CH2:4][N:5]([C:8]2([NH:36][CH2:37][CH2:38][CH3:43])[NH:17][C:16]3[C:15]([NH:18][CH3:19])=[N:14][C:13]([NH2:20])=[N:12][C:11]=3[C:10]([NH:25][CH3:26])=[N:9]2)[CH2:6][CH2:7]1. (6) Given the reactants [N:1]1[CH:6]=[CH:5][CH:4]=[C:3]([CH:7]=[N:8][N:9]2[CH2:18][C:17]3[C:12](=[CH:13][CH:14]=[C:15]([C:19]([F:28])([C:24]([F:27])([F:26])[F:25])[C:20]([F:23])([F:22])[F:21])[CH:16]=3)[NH:11][C:10]2=[O:29])[CH:2]=1.[H-].[Na+].[C:32](OC(=O)C)(=[O:34])[CH3:33], predict the reaction product. The product is: [C:32]([N:11]1[C:12]2[C:17](=[CH:16][C:15]([C:19]([F:28])([C:24]([F:25])([F:26])[F:27])[C:20]([F:22])([F:21])[F:23])=[CH:14][CH:13]=2)[CH2:18][N:9]([N:8]=[CH:7][C:3]2[CH:2]=[N:1][CH:6]=[CH:5][CH:4]=2)[C:10]1=[O:29])(=[O:34])[CH3:33].